From a dataset of Reaction yield outcomes from USPTO patents with 853,638 reactions. Predict the reaction yield, written as a fraction of the theoretical maximum amount of product (1.0 means a 100% yield; for example, 0.34 means a 34% yield). (1) The reactants are Br[C:2]1[CH:3]=[C:4]2[C:8](=[CH:9][CH:10]=1)[C:7](=[O:11])[CH2:6][CH2:5]2.[S:12]1[CH:16]=[CH:15][CH:14]=[C:13]1B(O)O.C(O)C.C(=O)([O-])[O-].[Na+].[Na+]. The catalyst is C1(C)C=CC=CC=1.C(OCC)(=O)C.[Pd].C1(P(C2C=CC=CC=2)C2C=CC=CC=2)C=CC=CC=1.C1(P(C2C=CC=CC=2)C2C=CC=CC=2)C=CC=CC=1.C1(P(C2C=CC=CC=2)C2C=CC=CC=2)C=CC=CC=1.C1(P(C2C=CC=CC=2)C2C=CC=CC=2)C=CC=CC=1. The product is [S:12]1[CH:16]=[CH:15][CH:14]=[C:13]1[C:2]1[CH:3]=[C:4]2[C:8](=[CH:9][CH:10]=1)[C:7](=[O:11])[CH2:6][CH2:5]2. The yield is 0.940. (2) The reactants are B(F)(F)F.CCOCC.[Cl:10][C:11]1[CH:12]=[C:13]2[C:17](=[CH:18][C:19]=1[F:20])[NH:16][C:15]([C:21]([O:23][CH2:24][CH3:25])=[O:22])=[CH:14]2.[CH3:26][C:27]1[CH:28]=[C:29]([S:34]N2C(=O)CCC2=O)[CH:30]=[C:31]([CH3:33])[CH:32]=1.ClCCl. The catalyst is [Cl-].[Na+].O.C(Cl)(Cl)Cl. The product is [Cl:10][C:11]1[CH:12]=[C:13]2[C:17](=[CH:18][C:19]=1[F:20])[NH:16][C:15]([C:21]([O:23][CH2:24][CH3:25])=[O:22])=[C:14]2[S:34][C:29]1[CH:30]=[C:31]([CH3:33])[CH:32]=[C:27]([CH3:26])[CH:28]=1. The yield is 1.00.